Predict the reactants needed to synthesize the given product. From a dataset of Full USPTO retrosynthesis dataset with 1.9M reactions from patents (1976-2016). (1) Given the product [C:7]1([C:1]([C:7]2[CH:12]=[CH:11][CH:10]=[CH:9][CH:8]=2)([OH:6])[CH2:2][CH2:3][CH2:4][OH:5])[CH:12]=[CH:11][CH:10]=[CH:9][CH:8]=1, predict the reactants needed to synthesize it. The reactants are: [C:1]1(=[O:6])[O:5][CH2:4][CH2:3][CH2:2]1.[C:7]1([Mg]Br)[CH:12]=[CH:11][CH:10]=[CH:9][CH:8]=1. (2) Given the product [CH3:12][N:13]([CH3:26])[C:14]([C:16]1[S:24][C:23]2[C:18](=[N:19][CH:20]=[CH:21][C:22]=2[NH:11][C:7]2[CH:8]=[C:9]3[C:4](=[CH:5][CH:6]=2)[NH:3][C:2]([CH3:1])=[CH:10]3)[CH:17]=1)=[O:15], predict the reactants needed to synthesize it. The reactants are: [CH3:1][C:2]1[NH:3][C:4]2[C:9]([CH:10]=1)=[CH:8][C:7]([NH2:11])=[CH:6][CH:5]=2.[CH3:12][N:13]([CH3:26])[C:14]([C:16]1[S:24][C:23]2[C:18](=[N:19][CH:20]=[CH:21][C:22]=2Cl)[CH:17]=1)=[O:15]. (3) The reactants are: CO[C:3]([C:5]1[CH:10]=[N:9][C:8](Br)=[C:7]([C:12]2[CH:17]=[CH:16][C:15]([F:18])=[CH:14][CH:13]=2)[N:6]=1)=[O:4].[NH:19]1[CH2:23][CH2:22][CH2:21][CH2:20]1.[CH3:24][O:25][C:26](=[O:32])[C@@H:27]([CH:29]([CH3:31])[CH3:30])[NH2:28]. Given the product [CH3:24][O:25][C:26](=[O:32])[C@H:27]([NH:28][C:3]([C:5]1[CH:10]=[N:9][C:8]([N:19]2[CH2:23][CH2:22][CH2:21][CH2:20]2)=[C:7]([C:12]2[CH:13]=[CH:14][C:15]([F:18])=[CH:16][CH:17]=2)[N:6]=1)=[O:4])[CH:29]([CH3:31])[CH3:30], predict the reactants needed to synthesize it. (4) Given the product [CH3:1][O:2][C:3]([C:5]1[CH:13]=[C:12]2[C:8]([CH:9]=[CH:10][N:11]2[CH2:15][CH:16]2[CH2:21][CH2:20][CH2:19][CH2:18][CH2:17]2)=[CH:7][CH:6]=1)=[O:4], predict the reactants needed to synthesize it. The reactants are: [CH3:1][O:2][C:3]([C:5]1[CH:13]=[C:12]2[C:8]([CH:9]=[CH:10][NH:11]2)=[CH:7][CH:6]=1)=[O:4].Br[CH2:15][CH:16]1[CH2:21][CH2:20][CH2:19][CH2:18][CH2:17]1.[H-].[Na+].Cl. (5) Given the product [N+:13]([C:7]1[CH:8]=[C:9]([CH2:10][CH2:11][CH3:12])[C:2]2[O:1][C:23]([C:24]([O:26][CH2:27][CH3:28])=[O:25])=[CH:4][C:3]=2[CH:6]=1)([O-:15])=[O:14], predict the reactants needed to synthesize it. The reactants are: [OH:1][C:2]1[C:9]([CH2:10][CH2:11][CH3:12])=[CH:8][C:7]([N+:13]([O-:15])=[O:14])=[CH:6][C:3]=1[CH:4]=O.C(=O)([O-])[O-].[K+].[K+].Br[CH2:23][C:24]([O:26][CH2:27][CH3:28])=[O:25].O. (6) Given the product [F:26][C:27]1[N:37]=[CH:36][C:35]2[C:34](=[O:38])[N:33]3[CH2:39][C@H:40]([C:43](=[N:44][O:9][C:8]([C:5]4[CH:4]=[CH:3][C:2]([F:1])=[CH:7][N:6]=4)=[O:10])[NH2:45])[CH2:41][CH2:42][C@H:32]3[CH2:31][CH2:30][C:29]=2[CH:28]=1, predict the reactants needed to synthesize it. The reactants are: [F:1][C:2]1[CH:3]=[CH:4][C:5]([C:8]([OH:10])=[O:9])=[N:6][CH:7]=1.C(Cl)CCl.O.N1C2C(=NC=CC=2)N(O)N=1.[F:26][C:27]1[N:37]=[CH:36][C:35]2[C:34](=[O:38])[N:33]3[CH2:39][C@H:40]([C:43](=[N:45]O)[NH2:44])[CH2:41][CH2:42][C@H:32]3[CH2:31][CH2:30][C:29]=2[CH:28]=1. (7) Given the product [Cl:1][C:2]1[N:7]=[C:6]([O:19][C:15]2[CH:16]=[CH:17][CH:18]=[C:13]([N+:10]([O-:12])=[O:11])[CH:14]=2)[C:5]([O:21][CH3:20])=[CH:4][N:3]=1, predict the reactants needed to synthesize it. The reactants are: [Cl:1][C:2]1[N:7]=[C:6](Cl)[C:5](F)=[CH:4][N:3]=1.[N+:10]([C:13]1[CH:14]=[C:15]([OH:19])[CH:16]=[CH:17][CH:18]=1)([O-:12])=[O:11].[C:20]([O-])([O-])=[O:21].[K+].[K+].O. (8) Given the product [CH:20]([NH:1][C@@H:4]1[CH2:7][C@H:6]([CH2:8][NH:9][C:10](=[O:16])[O:11][C:12]([CH3:15])([CH3:14])[CH3:13])[CH2:5]1)([CH3:22])[CH3:19], predict the reactants needed to synthesize it. The reactants are: [N:1]([C@@H:4]1[CH2:7][C@H:6]([CH2:8][NH:9][C:10](=[O:16])[O:11][C:12]([CH3:15])([CH3:14])[CH3:13])[CH2:5]1)=[N+]=[N-].C=O.[CH3:19][C:20]([CH3:22])=O. (9) Given the product [CH2:12]([O:1][C:2]1[CH:3]=[C:4]([CH:8]=[CH:9][C:10]=1[O:11][CH2:5][C:4]1[CH:8]=[CH:9][CH:10]=[CH:2][CH:3]=1)[C:5]([OH:7])=[O:6])[C:13]1[CH:18]=[CH:17][CH:16]=[CH:15][CH:14]=1, predict the reactants needed to synthesize it. The reactants are: [OH:1][C:2]1[CH:3]=[C:4]([CH:8]=[CH:9][C:10]=1[OH:11])[C:5]([OH:7])=[O:6].[CH2:12](Br)[C:13]1[CH:18]=[CH:17][CH:16]=[CH:15][CH:14]=1.C(=O)([O-])[O-].[K+].[K+].